This data is from Full USPTO retrosynthesis dataset with 1.9M reactions from patents (1976-2016). The task is: Predict the reactants needed to synthesize the given product. The reactants are: [NH:1]1[CH:6]=[CH:5][CH:4]=[CH:3][C:2]1=[O:7].Br[C:9]1[S:10][C:11]([C:15]([NH:17][CH2:18][C:19]2[CH:24]=[CH:23][C:22]([F:25])=[CH:21][CH:20]=2)=[O:16])=[C:12]([CH3:14])[N:13]=1. Given the product [F:25][C:22]1[CH:21]=[CH:20][C:19]([CH2:18][NH:17][C:15]([C:11]2[S:10][C:9]([N:1]3[CH:6]=[CH:5][CH:4]=[CH:3][C:2]3=[O:7])=[N:13][C:12]=2[CH3:14])=[O:16])=[CH:24][CH:23]=1, predict the reactants needed to synthesize it.